This data is from Full USPTO retrosynthesis dataset with 1.9M reactions from patents (1976-2016). The task is: Predict the reactants needed to synthesize the given product. (1) Given the product [CH2:2]([C:12]1([OH:22])[C:13]2[C:18](=[CH:17][CH:16]=[CH:15][CH:14]=2)[C:19]([OH:21])=[CH:20][C:11]1=[O:10])[C:3]1[CH:8]=[CH:7][CH:6]=[CH:5][CH:4]=1, predict the reactants needed to synthesize it. The reactants are: [In].[CH2:2](Br)[C:3]1[CH:8]=[CH:7][CH:6]=[CH:5][CH:4]=1.[OH:10][C:11]1[C:12](=[O:22])[C:13]2[C:18]([C:19](=[O:21])[CH:20]=1)=[CH:17][CH:16]=[CH:15][CH:14]=2.[Cl-].[NH4+].C([O-])(=O)C(C(C([O-])=O)O)O.[K+].[Na+]. (2) The reactants are: [Cl:1][C:2]1[CH:19]=[CH:18][C:5]([CH2:6][C:7]2[NH:17][C:10]3[N:11]=[C:12]([C:15]#[N:16])[N:13]=[CH:14][C:9]=3[CH:8]=2)=[CH:4][CH:3]=1.[CH:20]1([CH2:25][CH2:26]O)[CH2:24][CH2:23][CH2:22][CH2:21]1.C1C=CC(P(C2C=CC=CC=2)C2C=CC=CC=2)=CC=1.CCOC(/N=N/C(OCC)=O)=O. Given the product [Cl:1][C:2]1[CH:3]=[CH:4][C:5]([CH2:6][C:7]2[N:17]([CH2:26][CH2:25][CH:20]3[CH2:24][CH2:23][CH2:22][CH2:21]3)[C:10]3[N:11]=[C:12]([C:15]#[N:16])[N:13]=[CH:14][C:9]=3[CH:8]=2)=[CH:18][CH:19]=1, predict the reactants needed to synthesize it. (3) Given the product [CH3:19][C:20]1[C:25]([CH3:26])=[CH:24][CH:23]=[CH:22][C:21]=1[N:27]1[CH2:28][CH2:29][N:30]([CH2:17][CH2:16][CH2:15][C:9]2[CH:10]=[C:11]([CH2:12][CH2:13][CH3:14])[N:7]([C:1]3[CH:6]=[CH:5][CH:4]=[CH:3][CH:2]=3)[N:8]=2)[CH2:31][CH2:32]1, predict the reactants needed to synthesize it. The reactants are: [C:1]1([N:7]2[C:11]([CH2:12][CH2:13][CH3:14])=[CH:10][C:9]([CH2:15][CH2:16][CH:17]=O)=[N:8]2)[CH:6]=[CH:5][CH:4]=[CH:3][CH:2]=1.[CH3:19][C:20]1[C:25]([CH3:26])=[CH:24][CH:23]=[CH:22][C:21]=1[N:27]1[CH2:32][CH2:31][NH:30][CH2:29][CH2:28]1.CCN(C(C)C)C(C)C.[BH-](OC(C)=O)(OC(C)=O)OC(C)=O.[Na+]. (4) Given the product [CH2:7]([CH:17]([CH2:23][CH2:24][CH2:25][CH2:26][CH2:27][CH2:28][CH2:29][CH2:30][CH2:31][CH2:32][CH2:33][CH3:34])[CH2:18][CH2:19][CH2:20][OH:21])[CH2:8][CH2:9][CH2:10][CH2:11][CH2:12][CH2:13][CH2:14][CH2:15][CH3:16], predict the reactants needed to synthesize it. The reactants are: [H-].[H-].[H-].[H-].[Li+].[Al+3].[CH2:7]([CH:17]([CH2:23][CH2:24][CH2:25][CH2:26][CH2:27][CH2:28][CH2:29][CH2:30][CH2:31][CH2:32][CH2:33][CH3:34])[CH2:18][CH2:19][C:20](O)=[O:21])[CH2:8][CH2:9][CH2:10][CH2:11][CH2:12][CH2:13][CH2:14][CH2:15][CH3:16].O.